From a dataset of Forward reaction prediction with 1.9M reactions from USPTO patents (1976-2016). Predict the product of the given reaction. (1) Given the reactants F[C:2]1[CH:3]=[C:4]([N+:15]([O-:17])=[O:16])[CH:5]=[C:6]2[C:11]=1[N:10]=[CH:9][C:8]([C:12]#[N:13])=[C:7]2[OH:14].C(S)[CH2:19][S:20]([O-])(=O)=O.[Na+].Cl, predict the reaction product. The product is: [CH3:19][S:20][C:2]1[CH:3]=[C:4]([N+:15]([O-:17])=[O:16])[CH:5]=[C:6]2[C:11]=1[NH:10][CH:9]=[C:8]([C:12]#[N:13])[C:7]2=[O:14]. (2) Given the reactants [CH3:1][O:2][C:3]1[C:4]([C:13]([F:16])([F:15])[F:14])=[CH:5][C:6]([N+:10]([O-:12])=[O:11])=[C:7]([NH2:9])[CH:8]=1.[CH3:17][C:18]([O:21][C:22](O[C:22]([O:21][C:18]([CH3:20])([CH3:19])[CH3:17])=[O:23])=[O:23])([CH3:20])[CH3:19].C(O)(C(F)(F)F)=O, predict the reaction product. The product is: [C:18]([O:21][C:22](=[O:23])[NH:9][C:7]1[CH:8]=[C:3]([O:2][CH3:1])[C:4]([C:13]([F:14])([F:15])[F:16])=[CH:5][C:6]=1[N+:10]([O-:12])=[O:11])([CH3:20])([CH3:19])[CH3:17]. (3) Given the reactants [Cl:1][C:2]1[C:3]([O:12][C:13]2[CH:18]=[C:17]([O:19][CH2:20][CH2:21][CH3:22])[CH:16]=[CH:15][C:14]=2[CH2:23][CH2:24][C:25](OCC)=[O:26])=[N:4][CH:5]=[C:6]([C:8]([F:11])([F:10])[F:9])[CH:7]=1.[H-].[Al+3].[Li+].[H-].[H-].[H-].O.O.O.O.O.O.O.O.O.O.S([O-])([O-])(=O)=O.[Na+].[Na+], predict the reaction product. The product is: [Cl:1][C:2]1[C:3]([O:12][C:13]2[CH:18]=[C:17]([O:19][CH2:20][CH2:21][CH3:22])[CH:16]=[CH:15][C:14]=2[CH2:23][CH2:24][CH2:25][OH:26])=[N:4][CH:5]=[C:6]([C:8]([F:11])([F:10])[F:9])[CH:7]=1. (4) Given the reactants Cl[C:2]1[CH:11]=[CH:10][N:9]=[C:8]2[C:3]=1[CH:4]=[CH:5][C:6]([C:12]([F:15])([F:14])[F:13])=[N:7]2.CC1(C)COB([C:23]2[CH:24]=[CH:25][C:26]([F:38])=[C:27]([C:29]3[C:30]([C:36]#[N:37])=[CH:31][C:32]([F:35])=[CH:33][CH:34]=3)[CH:28]=2)OC1, predict the reaction product. The product is: [F:35][C:32]1[CH:31]=[C:30]([C:36]#[N:37])[C:29]([C:27]2[CH:28]=[C:23]([C:2]3[C:3]4[C:8](=[N:7][C:6]([C:12]([F:15])([F:14])[F:13])=[CH:5][CH:4]=4)[N:9]=[CH:10][CH:11]=3)[CH:24]=[CH:25][C:26]=2[F:38])=[CH:34][CH:33]=1. (5) Given the reactants C[O:2][C:3]1[CH:12]=[C:11]2[C:6]([CH:7]=[C:8]([C:13]3[N:14]=[CH:15][N:16]([CH3:18])[CH:17]=3)[CH:9]=[N:10]2)=[CH:5][C:4]=1[C:19]1[N:24]=[N:23][C:22]([N:25]([CH3:36])[CH:26]2[CH2:31][C:30]([CH3:33])([CH3:32])[NH:29][C:28]([CH3:35])([CH3:34])[CH2:27]2)=[CH:21][CH:20]=1.COC1C=C2C(C=C(O)C=N2)=CC=1C1N=NC(N(C)C2CC(C)(C)NC(C)(C)C2)=CC=1.CN(C1CC(C)(C)NC(C)(C)C1)C1N=NC(C2C=C3C(=CC=2O)N=CC(C2N=CN(C)C=2)=C3)=CC=1.[ClH:103], predict the reaction product. The product is: [ClH:103].[CH3:36][N:25]([CH:26]1[CH2:31][C:30]([CH3:33])([CH3:32])[NH:29][C:28]([CH3:35])([CH3:34])[CH2:27]1)[C:22]1[N:23]=[N:24][C:19]([C:4]2[CH:5]=[C:6]3[C:11](=[CH:12][C:3]=2[OH:2])[N:10]=[CH:9][C:8]([C:13]2[N:14]=[CH:15][N:16]([CH3:18])[CH:17]=2)=[CH:7]3)=[CH:20][CH:21]=1.